Dataset: Catalyst prediction with 721,799 reactions and 888 catalyst types from USPTO. Task: Predict which catalyst facilitates the given reaction. (1) Reactant: [C:1]([NH:5][C:6]([C:8]1[C:16]2[C:11](=[N:12][CH:13]=[C:14]([C:17]3[C:25]4[C:20](=[CH:21][CH:22]=[C:23]([O:26][CH:27]([F:29])[F:28])[CH:24]=4)[N:19]([CH2:30][CH2:31][CH2:32][N:33]([CH3:35])[CH3:34])[N:18]=3)[N:15]=2)[N:10](COCC[Si](C)(C)C)[CH:9]=1)=[O:7])([CH3:4])([CH3:3])[CH3:2].C(O)(C(F)(F)F)=O. Product: [C:1]([NH:5][C:6]([C:8]1[C:16]2[C:11](=[N:12][CH:13]=[C:14]([C:17]3[C:25]4[C:20](=[CH:21][CH:22]=[C:23]([O:26][CH:27]([F:28])[F:29])[CH:24]=4)[N:19]([CH2:30][CH2:31][CH2:32][N:33]([CH3:35])[CH3:34])[N:18]=3)[N:15]=2)[NH:10][CH:9]=1)=[O:7])([CH3:4])([CH3:3])[CH3:2]. The catalyst class is: 4. (2) Reactant: Br[CH2:2][C@@H:3]([CH2:10][CH:11]([CH3:13])[CH3:12])[CH2:4][C:5]([O:7][CH2:8][CH3:9])=[O:6].[N-:14]=[N+:15]=[N-:16].[Na+]. Product: [N:14]([CH2:2][C@@H:3]([CH2:10][CH:11]([CH3:13])[CH3:12])[CH2:4][C:5]([O:7][CH2:8][CH3:9])=[O:6])=[N+:15]=[N-:16]. The catalyst class is: 3.